This data is from Forward reaction prediction with 1.9M reactions from USPTO patents (1976-2016). The task is: Predict the product of the given reaction. Given the reactants [NH2:1][CH2:2][C:3]([OH:5])=[O:4].[OH-].[Na+].[O:8]1[CH2:19][C@@H:9]1[CH2:10][O:11][CH2:12][C:13]1[CH:18]=[CH:17][CH:16]=[CH:15][CH:14]=1.[C:20](O[C:20]([O:22][C:23]([CH3:26])([CH3:25])[CH3:24])=[O:21])([O:22][C:23]([CH3:26])([CH3:25])[CH3:24])=[O:21], predict the reaction product. The product is: [CH2:12]([O:11][CH2:10][C@H:9]([OH:8])[CH2:19][N:1]([C:20]([O:22][C:23]([CH3:26])([CH3:25])[CH3:24])=[O:21])[CH2:2][C:3]([OH:5])=[O:4])[C:13]1[CH:18]=[CH:17][CH:16]=[CH:15][CH:14]=1.